Regression. Given two drug SMILES strings and cell line genomic features, predict the synergy score measuring deviation from expected non-interaction effect. From a dataset of NCI-60 drug combinations with 297,098 pairs across 59 cell lines. (1) Drug 1: CCN(CC)CCNC(=O)C1=C(NC(=C1C)C=C2C3=C(C=CC(=C3)F)NC2=O)C. Drug 2: C1CN(P(=O)(OC1)NCCCl)CCCl. Cell line: HS 578T. Synergy scores: CSS=8.77, Synergy_ZIP=-6.50, Synergy_Bliss=-4.16, Synergy_Loewe=-7.27, Synergy_HSA=-2.72. (2) Drug 1: CN(C)C1=NC(=NC(=N1)N(C)C)N(C)C. Drug 2: CN(C(=O)NC(C=O)C(C(C(CO)O)O)O)N=O. Cell line: IGROV1. Synergy scores: CSS=9.23, Synergy_ZIP=0.123, Synergy_Bliss=5.57, Synergy_Loewe=6.24, Synergy_HSA=6.00. (3) Drug 1: C1=CC(=CC=C1CCCC(=O)O)N(CCCl)CCCl. Drug 2: C1CC(C1)(C(=O)O)C(=O)O.[NH2-].[NH2-].[Pt+2]. Cell line: HOP-92. Synergy scores: CSS=59.6, Synergy_ZIP=-11.2, Synergy_Bliss=-7.17, Synergy_Loewe=-3.17, Synergy_HSA=-1.46. (4) Drug 1: C#CCC(CC1=CN=C2C(=N1)C(=NC(=N2)N)N)C3=CC=C(C=C3)C(=O)NC(CCC(=O)O)C(=O)O. Drug 2: N.N.Cl[Pt+2]Cl. Cell line: SR. Synergy scores: CSS=49.4, Synergy_ZIP=-0.252, Synergy_Bliss=-1.63, Synergy_Loewe=3.14, Synergy_HSA=0.972.